Dataset: Catalyst prediction with 721,799 reactions and 888 catalyst types from USPTO. Task: Predict which catalyst facilitates the given reaction. (1) Reactant: F[C:2]1[N:7]2[CH:8]=[C:9]([CH2:11][N:12]3[C@H:25]4[C@H:16]([CH2:17][CH2:18][C:19]5[C:24]4=[N:23][CH:22]=[CH:21][CH:20]=5)[CH2:15][CH2:14][CH2:13]3)[N:10]=[C:6]2[CH:5]=[CH:4][CH:3]=1.[CH3:26][C@@H:27]1[CH2:32][NH:31][CH2:30][C@H:29]([CH3:33])[NH:28]1. Product: [CH3:26][C@H:27]1[NH:28][C@@H:29]([CH3:33])[CH2:30][N:31]([C:2]2[N:7]3[CH:8]=[C:9]([CH2:11][N:12]4[C@H:25]5[C@H:16]([CH2:17][CH2:18][C:19]6[C:24]5=[N:23][CH:22]=[CH:21][CH:20]=6)[CH2:15][CH2:14][CH2:13]4)[N:10]=[C:6]3[CH:5]=[CH:4][CH:3]=2)[CH2:32]1. The catalyst class is: 16. (2) Reactant: [NH:1]1[CH2:5][CH2:4][C@H:3]([NH:6][C:7](=[O:13])[O:8][C:9]([CH3:12])([CH3:11])[CH3:10])[CH2:2]1.N1C=CC=CC=1.Cl[C:21]([O:23][CH2:24][C:25]1[CH:30]=[CH:29][CH:28]=[CH:27][CH:26]=1)=[O:22]. Product: [C:9]([O:8][C:7]([NH:6][C@H:3]1[CH2:4][CH2:5][N:1]([C:21]([O:23][CH2:24][C:25]2[CH:30]=[CH:29][CH:28]=[CH:27][CH:26]=2)=[O:22])[CH2:2]1)=[O:13])([CH3:10])([CH3:12])[CH3:11]. The catalyst class is: 34.